This data is from Forward reaction prediction with 1.9M reactions from USPTO patents (1976-2016). The task is: Predict the product of the given reaction. (1) Given the reactants Cl.[Cl:2][C:3]1[CH:4]=[C:5]([C:13]2[O:17][N:16]=[C:15]([C:18]3[C:19]([CH3:28])=[C:20]4[C:25](=[CH:26][CH:27]=3)[CH2:24][NH:23][CH2:22][CH2:21]4)[N:14]=2)[CH:6]=[CH:7][C:8]=1[O:9][CH:10]([CH3:12])[CH3:11].C(=O)([O-])[O-].[K+].[K+].Br[CH2:36][C:37]([O:39][CH3:40])=[O:38], predict the reaction product. The product is: [Cl:2][C:3]1[CH:4]=[C:5]([C:13]2[O:17][N:16]=[C:15]([C:18]3[C:19]([CH3:28])=[C:20]4[C:25](=[CH:26][CH:27]=3)[CH2:24][N:23]([CH2:36][C:37]([O:39][CH3:40])=[O:38])[CH2:22][CH2:21]4)[N:14]=2)[CH:6]=[CH:7][C:8]=1[O:9][CH:10]([CH3:12])[CH3:11]. (2) Given the reactants CC(C)([O-])C.[K+].[Cl-].[NH2:8][C:9]([NH2:11])=[NH2+:10].[CH2:12]([N:16]1[C:24](=[O:25])[C:23]2[C:18](=[CH:19][C:20]([CH3:26])=[CH:21][CH:22]=2)[CH:17]1[CH2:27][C:28](OCC)=[O:29])[CH:13]([CH3:15])[CH3:14], predict the reaction product. The product is: [CH2:12]([N:16]1[C:24](=[O:25])[C:23]2[C:18](=[CH:19][C:20]([CH3:26])=[CH:21][CH:22]=2)[CH:17]1[CH2:27][C:28]([NH:10][C:9]([NH2:11])=[NH:8])=[O:29])[CH:13]([CH3:15])[CH3:14].